From a dataset of NCI-60 drug combinations with 297,098 pairs across 59 cell lines. Regression. Given two drug SMILES strings and cell line genomic features, predict the synergy score measuring deviation from expected non-interaction effect. (1) Drug 1: C1=CC(=CC=C1C#N)C(C2=CC=C(C=C2)C#N)N3C=NC=N3. Cell line: SW-620. Drug 2: CC1C(C(CC(O1)OC2CC(OC(C2O)C)OC3=CC4=CC5=C(C(=O)C(C(C5)C(C(=O)C(C(C)O)O)OC)OC6CC(C(C(O6)C)O)OC7CC(C(C(O7)C)O)OC8CC(C(C(O8)C)O)(C)O)C(=C4C(=C3C)O)O)O)O. Synergy scores: CSS=53.3, Synergy_ZIP=-1.25, Synergy_Bliss=-2.00, Synergy_Loewe=-7.44, Synergy_HSA=-3.04. (2) Drug 1: C1CCC(CC1)NC(=O)N(CCCl)N=O. Drug 2: C(CC(=O)O)C(=O)CN.Cl. Cell line: SK-MEL-28. Synergy scores: CSS=19.0, Synergy_ZIP=-4.95, Synergy_Bliss=-1.64, Synergy_Loewe=-0.630, Synergy_HSA=-0.748. (3) Drug 2: C1CN(CCN1C(=O)CCBr)C(=O)CCBr. Cell line: NCI-H460. Drug 1: CCN(CC)CCNC(=O)C1=C(NC(=C1C)C=C2C3=C(C=CC(=C3)F)NC2=O)C. Synergy scores: CSS=47.4, Synergy_ZIP=1.82, Synergy_Bliss=1.41, Synergy_Loewe=0.728, Synergy_HSA=2.28. (4) Drug 1: CC12CCC3C(C1CCC2=O)CC(=C)C4=CC(=O)C=CC34C. Drug 2: CC12CCC3C(C1CCC2O)C(CC4=C3C=CC(=C4)O)CCCCCCCCCS(=O)CCCC(C(F)(F)F)(F)F. Cell line: HL-60(TB). Synergy scores: CSS=61.1, Synergy_ZIP=1.04, Synergy_Bliss=2.12, Synergy_Loewe=0.352, Synergy_HSA=0.768. (5) Drug 1: CCC1(CC2CC(C3=C(CCN(C2)C1)C4=CC=CC=C4N3)(C5=C(C=C6C(=C5)C78CCN9C7C(C=CC9)(C(C(C8N6C=O)(C(=O)OC)O)OC(=O)C)CC)OC)C(=O)OC)O.OS(=O)(=O)O. Drug 2: COC1=C2C(=CC3=C1OC=C3)C=CC(=O)O2. Cell line: SK-MEL-28. Synergy scores: CSS=4.53, Synergy_ZIP=-9.47, Synergy_Bliss=-11.2, Synergy_Loewe=-40.3, Synergy_HSA=-11.0. (6) Drug 1: C1CCC(C1)C(CC#N)N2C=C(C=N2)C3=C4C=CNC4=NC=N3. Drug 2: CC12CCC3C(C1CCC2=O)CC(=C)C4=CC(=O)C=CC34C. Cell line: HOP-62. Synergy scores: CSS=10.6, Synergy_ZIP=1.02, Synergy_Bliss=2.31, Synergy_Loewe=-10.8, Synergy_HSA=1.23. (7) Drug 1: C1CC(=O)NC(=O)C1N2CC3=C(C2=O)C=CC=C3N. Drug 2: COC1=NC(=NC2=C1N=CN2C3C(C(C(O3)CO)O)O)N. Cell line: M14. Synergy scores: CSS=-8.18, Synergy_ZIP=2.81, Synergy_Bliss=-1.82, Synergy_Loewe=-6.49, Synergy_HSA=-7.95.